Dataset: Forward reaction prediction with 1.9M reactions from USPTO patents (1976-2016). Task: Predict the product of the given reaction. (1) Given the reactants [CH2:1]([N:5]([S:19]([C:22]1[CH:27]=[CH:26][C:25]([CH3:28])=[CH:24][CH:23]=1)(=[O:21])=[O:20])[C@H:6]([C:16]([OH:18])=[O:17])[CH2:7][CH2:8][CH2:9][CH2:10][NH:11][C:12](=[O:15])[CH2:13]I)[CH:2]([CH3:4])[CH3:3].CCN(C(C)C)C(C)C.[NH2:38][C:39]1[CH:44]=[CH:43][N:42]=[CH:41][CH:40]=1, predict the reaction product. The product is: [CH2:1]([N:5]([S:19]([C:22]1[CH:27]=[CH:26][C:25]([CH3:28])=[CH:24][CH:23]=1)(=[O:21])=[O:20])[C@H:6]([C:16]([OH:18])=[O:17])[CH2:7][CH2:8][CH2:9][CH2:10][NH:11][C:12](=[O:15])[CH2:13][NH:38][C:39]1[CH:44]=[CH:43][N:42]=[CH:41][CH:40]=1)[CH:2]([CH3:4])[CH3:3]. (2) The product is: [CH3:1][N:2]([CH3:3])[CH2:4][C:5]([N:18]1[C:19]2[C:14](=[CH:13][CH:12]=[C:11]([N+:8]([O-:10])=[O:9])[CH:20]=2)[CH2:15][CH2:16][CH2:17]1)=[O:6]. Given the reactants [CH3:1][N:2]([CH2:4][C:5](Cl)=[O:6])[CH3:3].[N+:8]([C:11]1[CH:20]=[C:19]2[C:14]([CH2:15][CH2:16][CH2:17][NH:18]2)=[CH:13][CH:12]=1)([O-:10])=[O:9].C(N(CC)CC)C, predict the reaction product. (3) Given the reactants [CH:1]1([C:4]#[N:5])[CH2:3][CH2:2]1.[CH2:6]([O:8][C:9](=[O:12])[CH2:10]Br)[CH3:7], predict the reaction product. The product is: [CH2:6]([O:8][C:9](=[O:12])[CH:10]=[C:4]([NH2:5])[CH:1]1[CH2:3][CH2:2]1)[CH3:7]. (4) Given the reactants C(O)(=O)C.[BH3-]C#N.[Na+].[Cl:9][C:10]1[C:11]([CH2:18][O:19][CH:20]2[CH2:25][CH2:24][CH2:23][CH2:22][O:21]2)=[C:12]([CH:16]=O)[CH:13]=[N:14][CH:15]=1.[CH3:26][C:27]1([CH3:34])[O:31][CH:30]([CH2:32][NH2:33])[CH2:29][O:28]1, predict the reaction product. The product is: [Cl:9][C:10]1[C:11]([CH2:18][O:19][CH:20]2[CH2:25][CH2:24][CH2:23][CH2:22][O:21]2)=[C:12]([CH2:16][NH:33][CH2:32][CH:30]2[CH2:29][O:28][C:27]([CH3:34])([CH3:26])[O:31]2)[CH:13]=[N:14][CH:15]=1. (5) Given the reactants [F:1][C:2]1[CH:7]=[CH:6][C:5]([N:8]2[C:12]([C:13]3[CH:18]=[CH:17][N:16]=[C:15]([NH2:19])[CH:14]=3)=[CH:11][C:10]([C:20]([F:23])([F:22])[F:21])=[N:9]2)=[CH:4][CH:3]=1.[C:24]([N:32]=C=O)(=[O:31])C1C=CC=CC=1.C(=O)([O-])[O-].[K+].[K+], predict the reaction product. The product is: [F:1][C:2]1[CH:7]=[CH:6][C:5]([N:8]2[C:12]([C:13]3[CH:18]=[CH:17][N:16]=[C:15]([NH:19][C:24]([NH2:32])=[O:31])[CH:14]=3)=[CH:11][C:10]([C:20]([F:21])([F:22])[F:23])=[N:9]2)=[CH:4][CH:3]=1. (6) Given the reactants [ClH:1].[CH2:2]1[C:14]2[C:13]3[CH:12]=[CH:11][CH:10]=[CH:9][C:8]=3[N:7]([CH2:15][C:16]([O:18][CH2:19][CH3:20])=[O:17])[C:6]=2[CH2:5][CH2:4][NH:3]1.[C:21]1(NN)C=CC=CC=1, predict the reaction product. The product is: [ClH:1].[CH3:21][C:9]1[C:8]2[N:7]([CH2:15][C:16]([O:18][CH2:19][CH3:20])=[O:17])[C:6]3[CH2:5][CH2:4][NH:3][CH2:2][C:14]=3[C:13]=2[CH:12]=[CH:11][CH:10]=1.